From a dataset of Experimentally validated miRNA-target interactions with 360,000+ pairs, plus equal number of negative samples. Binary Classification. Given a miRNA mature sequence and a target amino acid sequence, predict their likelihood of interaction. (1) The miRNA is hsa-miR-511-5p with sequence GUGUCUUUUGCUCUGCAGUCA. The protein sequence of the target gene is MDERRGKERVQWTTTIIISSSLKSYEIATALENRSHKVRYSDTLESGSIVFSLSGVAFLLMDAKECMTSAEEIFVTKIEKFINIHQNSFLVLFAPLHGPEEWSLMFRIHQRFLGSNLRILPVHNTVNALDLMCTIAKTTSKPHIDSICYRMITTKAYIIEQSPVWRTLQKIKLSSDSVSADSGE. Result: 0 (no interaction). (2) The miRNA is mmu-miR-3113-5p with sequence GUCCUGGCCCUGGUCCGGGUCC. The protein sequence of the target gene is MISSTSVYGLKMQWTPEHAQWPEQHFDITSTTRSPAHKVEAYRGHLQRTYQYAWANDDISALTASNLLKKYAEKYSGILEGPVDRPVLSNYSDTPSGLVNGRKNDSEPWQPSLNSEAVYPMNCVPDVITASKAGVSSALPPVDVSASIGSSPGVASNLTEPSYSSSTCGSHTVPSLHAGLPSQEYAPGYNGSYLHSTYSSQATPALPSPHPSPLHSSGLLQPPPPPPPPPALVPGYNGTSNLSSYSYPSASYPPQTAVGSGYSPGGAPPPPSAYLPSGIPAPTPLPPTTVPGYTYQGHGL.... Result: 0 (no interaction). (3) The miRNA is cel-miR-70-3p with sequence UAAUACGUCGUUGGUGUUUCCAU. The protein sequence of the target gene is MYKRNGLMASVLVTSATPQGSSSSDSLEGQSCDYASKSYDAVVFDVLKVTPEEFASQITLMDIPVFKAIQPEELASCGWSKKEKHSLAPNVVAFTRRFNQVSFWVVREILTAQTLKIRAEILSHFVKIAKKLLELNNLHSLMSVVSALQSAPIFRLTKTWALLNRKDKTTFEKLDYLMSKEDNYKRTREYIRSLKMVPSIPYLGIYLLDLIYIDSAYPASGSIMENEQRSNQMNNILRIIADLQVSCSYDHLTTLPHVQKYLKSVRYIEELQKFVEDDNYKLSLRIEPGSSSPRLVSSKE.... Result: 0 (no interaction). (4) The miRNA is hsa-miR-6834-3p with sequence UAUGUCCCAUCCCUCCAUCA. The protein sequence of the target gene is MTAKMETTFYDDALNASFLQSESGAYGYSNPKILKQSMTLNLADPVGSLKPHLRAKNSDLLTSPDVGLLKLASPELERLIIQSSNGHITTTPTPTQFLCPKNVTDEQEGFAEGFVRALAELHSQNTLPSVTSAAQPVSGAGMVAPAVASVAGAGGGGGYSASLHSEPPVYANLSNFNPGALSSGGGAPSYGAAGLAFPSQPQQQQQPPQPPHHLPQQIPVQHPRLQALKEEPQTVPEMPGETPPLSPIDMESQERIKAERKRMRNRIAASKCRKRKLERIARLEEKVKTLKAQNSELAST.... Result: 0 (no interaction). (5) The miRNA is hsa-miR-6853-5p with sequence AGCGUGGGAUGUCCAUGAAGUCAG. The protein sequence of the target gene is MLAPGSSPGQRGRLALQWRQVSWITCWIALYAVEALPTCPFSCKCDSRSLEVDCSGLGLTTVPPDVPAATRTLLLLNNKLSALPSWAFANLSSLQRLDLSNNFLDRLPRSIFGDLTNLTELQLRNNSIRTLDRDLLRHSPLLRHLDLSINGLAQLPPGLFDGLLALRSLSLRSNRLQNLDRLTFEPLANLQLLQVGDNPWECDCNLREFKHWMEWFSYRGGRLDQLACTLPKELRGKDMRMVPMEMFNYCSQLEDENSSAGLDIPGPPCTKASPEPAKPKPGAEPEPEPSTACPQKQRHR.... Result: 0 (no interaction). (6) The miRNA is mmu-miR-3064-5p with sequence UCUGGCUGUUGUGGUGUGCAAA. The protein sequence of the target gene is MDTEREALQCTAYPEVQSFCQRHGLAFEVVDLRWGIPNTQATDYLTTELCLEELERCQKTSIGPAFVALLGDQYGPCPVPRRIEEKEWEALRAQLTSRPRDLELVTRHFQRDDNTIPPTYVLQPSGSLVVPGPEEATLTSVLRGGAQEAWRLGLISQEQWMCYHRSVIEWEIELGLLSSARGDQGATVFLRDVQDLNKHILDDCSLKMVDRLVDGCLDTNAQSLLSGLKGRILDAQPGALKSHHLSWSRDLVNPKNKAHARYLKQLSEQFVARTNHQVLEQLRELELARQELGWLYQEIR.... Result: 1 (interaction).